Dataset: hERG Central: cardiac toxicity at 1µM, 10µM, and general inhibition. Task: Predict hERG channel inhibition at various concentrations. (1) Results: hERG_inhib (hERG inhibition (general)): blocker. The drug is C[C@]12CC[C@H]3[C@@H](CC[C@H]4C[C@@H](O)CC[C@@]43C)[C@@H]1CCC2=O. (2) The compound is CCN(CC(=O)Nc1ccc(OC)cc1)CC(=O)Nc1cccc(Br)c1. Results: hERG_inhib (hERG inhibition (general)): blocker. (3) The compound is CCOC(=O)C1CCCN(c2nc3ccccc3nc2C(C#N)C(=O)OC(C)COC)C1. Results: hERG_inhib (hERG inhibition (general)): blocker. (4) Results: hERG_inhib (hERG inhibition (general)): blocker. The compound is O=C(Cn1nnc(-c2ccccc2)n1)Nc1cccc(S(=O)(=O)N2CCOCC2)c1.